This data is from Reaction yield outcomes from USPTO patents with 853,638 reactions. The task is: Predict the reaction yield, written as a fraction of the theoretical maximum amount of product (1.0 means a 100% yield; for example, 0.34 means a 34% yield). (1) The reactants are Br[C:2]1[CH:15]=[CH:14][CH:13]=[CH:12][C:3]=1[CH2:4][NH:5][C:6](=[O:11])[C:7]([F:10])([F:9])[F:8].CC1(C)C(C)(C)OB([C:24]2[CH:30]=[CH:29][C:27]([NH2:28])=[CH:26][CH:25]=2)O1.C1C=CC(P(C2C=CC=CC=2)C2C=CC=CC=2)=CC=1.C([O-])([O-])=O.[K+].[K+]. The catalyst is CN(C=O)C.CC([O-])=O.CC([O-])=O.[Pd+2]. The product is [NH2:28][C:27]1[CH:29]=[CH:30][C:24]([C:2]2[CH:15]=[CH:14][CH:13]=[CH:12][C:3]=2[CH2:4][NH:5][C:6](=[O:11])[C:7]([F:10])([F:9])[F:8])=[CH:25][CH:26]=1. The yield is 0.490. (2) The reactants are [Br:1][C:2]1[N:3]=[N:4][C:5]([CH3:8])=[CH:6][CH:7]=1.[Br:9]N1C(=O)CCC1=O.CC(N=NC(C#N)(C)C)(C#N)C. The catalyst is C(Cl)(Cl)(Cl)Cl. The product is [Br:1][C:2]1[N:3]=[N:4][C:5]([CH2:8][Br:9])=[CH:6][CH:7]=1. The yield is 0.300. (3) The reactants are C(=O)([O-])[O-].[Cs+].[Cs+].Br[C:8]1[CH:9]=[C:10]2[C:15](=[CH:16][CH:17]=1)[N:14]=[C:13]([CH3:18])[C:12]([S:19]([CH3:22])(=[O:21])=[O:20])=[C:11]2[C:23]1[CH:28]=[CH:27][CH:26]=[CH:25][CH:24]=1.[NH:29]1[CH2:34][CH2:33][CH2:32][CH2:31][CH2:30]1. The catalyst is O1CCOCC1.C(O)(C)(C)C.CCCCCCC.C1(P(C2C=CC=CC=2)C2C=CC3C(=CC=CC=3)C=2C2C3C(=CC=CC=3)C=CC=2P(C2C=CC=CC=2)C2C=CC=CC=2)C=CC=CC=1. The product is [CH3:22][S:19]([C:12]1[C:13]([CH3:18])=[N:14][C:15]2[C:10]([C:11]=1[C:23]1[CH:28]=[CH:27][CH:26]=[CH:25][CH:24]=1)=[CH:9][C:8]([N:29]1[CH2:34][CH2:33][CH2:32][CH2:31][CH2:30]1)=[CH:17][CH:16]=2)(=[O:21])=[O:20]. The yield is 0.460. (4) The yield is 0.470. The catalyst is ClCCCl.ClN1C(=O)N(Cl)C(=O)N(Cl)C1=O. The reactants are [CH:1]1([NH:4][C:5](=[O:20])[C:6]2[CH:11]=[CH:10][C:9]([F:12])=[C:8]([C:13]3[N:14]=[N:15][C:16]([CH3:19])=[CH:17][CH:18]=3)[CH:7]=2)[CH2:3][CH2:2]1.[Cl:21]N1C(=O)N(Cl)C(=O)N(Cl)C1=O. The product is [Cl:21][CH2:19][C:16]1[N:15]=[N:14][C:13]([C:8]2[CH:7]=[C:6]([CH:11]=[CH:10][C:9]=2[F:12])[C:5]([NH:4][CH:1]2[CH2:3][CH2:2]2)=[O:20])=[CH:18][CH:17]=1. (5) The reactants are I[C:2]1[C:10]2[C:9]([NH2:11])=[N:8][CH:7]=[N:6][C:5]=2[N:4]([CH:12]([CH3:14])[CH3:13])[CH:3]=1.[CH3:15][NH:16][C:17]([NH:19][C:20]1[S:21][C:22]2[CH:28]=[C:27](B3OC(C)(C)C(C)(C)O3)[CH:26]=[CH:25][C:23]=2[N:24]=1)=[O:18].C([O-])([O-])=O.[Na+].[Na+]. The catalyst is COCCOC.C1C=CC([P]([Pd]([P](C2C=CC=CC=2)(C2C=CC=CC=2)C2C=CC=CC=2)([P](C2C=CC=CC=2)(C2C=CC=CC=2)C2C=CC=CC=2)[P](C2C=CC=CC=2)(C2C=CC=CC=2)C2C=CC=CC=2)(C2C=CC=CC=2)C2C=CC=CC=2)=CC=1. The product is [NH2:11][C:9]1[C:10]2[C:2]([C:27]3[CH:26]=[CH:25][C:23]4[N:24]=[C:20]([NH:19][C:17]([NH:16][CH3:15])=[O:18])[S:21][C:22]=4[CH:28]=3)=[CH:3][N:4]([CH:12]([CH3:14])[CH3:13])[C:5]=2[N:6]=[CH:7][N:8]=1. The yield is 0.580. (6) The reactants are [O:1]=[C:2]1[C:10]2[C:5](=[CH:6][CH:7]=[CH:8][CH:9]=2)[C:4](=[O:11])[N:3]1[CH2:12][CH:13]=O.Cl.[C:16]([O:20][C:21](=[O:28])[C@H:22]([C:24]([CH3:27])([CH3:26])[CH3:25])[NH2:23])([CH3:19])([CH3:18])[CH3:17].C([BH3-])#N.[Na+].C(O)(=O)C. The catalyst is CO.C(Cl)(Cl)Cl.C(OCC)(=O)C. The product is [O:11]=[C:4]1[C:5]2[C:10](=[CH:9][CH:8]=[CH:7][CH:6]=2)[C:2](=[O:1])[N:3]1[CH2:12][CH2:13][NH:23][C@@H:22]([C:24]([CH3:27])([CH3:26])[CH3:25])[C:21]([O:20][C:16]([CH3:18])([CH3:17])[CH3:19])=[O:28]. The yield is 0.590. (7) The reactants are Cl.[CH:2]([NH2:5])([CH3:4])[CH3:3].[Cl:6][C:7]1[CH:8]=[C:9]([CH:13]=[CH:14][C:15]=1[F:16])[C:10](O)=[O:11]. No catalyst specified. The product is [Cl:6][C:7]1[CH:8]=[C:9]([CH:13]=[CH:14][C:15]=1[F:16])[C:10]([NH:5][CH:2]([CH3:4])[CH3:3])=[O:11]. The yield is 0.810. (8) The reactants are [ClH:1].Cl.[N+:3]([C:6]1[CH:18]=[CH:17][C:9]([CH2:10][N:11]2[CH2:16][CH2:15][NH:14][CH2:13][CH2:12]2)=[CH:8][CH:7]=1)([O-:5])=[O:4].[Cl:19][CH2:20][C:21]([C:23]1[CH:28]=[CH:27][C:26]([NH:29][C:30](=[O:32])[CH3:31])=[CH:25][CH:24]=1)=[O:22].C([O-])([O-])=O.[K+].[K+]. No catalyst specified. The product is [ClH:19].[ClH:1].[N+:3]([C:6]1[CH:18]=[CH:17][C:9]([CH2:10][N:11]2[CH2:16][CH2:15][N:14]([CH2:20][C:21]([C:23]3[CH:28]=[CH:27][C:26]([NH:29][C:30](=[O:32])[CH3:31])=[CH:25][CH:24]=3)=[O:22])[CH2:13][CH2:12]2)=[CH:8][CH:7]=1)([O-:5])=[O:4]. The yield is 0.740.